Dataset: Catalyst prediction with 721,799 reactions and 888 catalyst types from USPTO. Task: Predict which catalyst facilitates the given reaction. (1) Reactant: C(OC([NH:8][C@H:9]1[CH2:14][CH2:13][CH2:12][CH2:11][C@H:10]1[NH:15][C:16]1[N:21]=[C:20]([C:22]2[S:26][N:25]=[C:24]([CH2:27][CH3:28])[CH:23]=2)[C:19]2[C:29](=[O:39])[N:30](C(OC(C)(C)C)=O)[CH2:31][C:18]=2[C:17]=1[F:40])=O)(C)(C)C.Cl.O1CCOCC1.CCO. Product: [NH2:8][C@H:9]1[CH2:14][CH2:13][CH2:12][CH2:11][C@H:10]1[NH:15][C:16]1[N:21]=[C:20]([C:22]2[S:26][N:25]=[C:24]([CH2:27][CH3:28])[CH:23]=2)[C:19]2[C:29](=[O:39])[NH:30][CH2:31][C:18]=2[C:17]=1[F:40]. The catalyst class is: 5. (2) Reactant: [NH2:1][CH2:2][C:3]1[C:11]2[S:10](=[O:13])(=[O:12])[N:9]=[C:8]([C:14]3[C:15](=[O:32])[N:16]([CH2:25][C:26]4[CH:31]=[CH:30][CH:29]=[CH:28][CH:27]=4)[C:17]4[C:22]([C:23]=3[OH:24])=[CH:21][CH:20]=[CH:19][CH:18]=4)[NH:7][C:6]=2[S:5][CH:4]=1.C(N(CC)CC)C.[C:40](O)(=[O:43])[CH2:41][OH:42].Cl.CN(C)CCCN=C=NCC. Product: [CH2:25]([N:16]1[C:17]2[C:22](=[CH:21][CH:20]=[CH:19][CH:18]=2)[C:23]([OH:24])=[C:14]([C:8]2[NH:7][C:6]3[S:5][CH:4]=[C:3]([CH2:2][NH:1][C:41](=[O:42])[CH2:40][OH:43])[C:11]=3[S:10](=[O:13])(=[O:12])[N:9]=2)[C:15]1=[O:32])[C:26]1[CH:31]=[CH:30][CH:29]=[CH:28][CH:27]=1. The catalyst class is: 546. (3) Product: [CH3:18][CH:19]1[CH2:20][CH2:21][CH2:22][CH2:23][N:24]1[CH2:25][CH2:26][CH2:27][NH:28][C:2]1[CH:7]=[CH:6][C:5]([N+:8]([O-:10])=[O:9])=[CH:4][CH:3]=1. The catalyst class is: 6. Reactant: F[C:2]1[CH:7]=[CH:6][C:5]([N+:8]([O-:10])=[O:9])=[CH:4][CH:3]=1.CN1CCCC1=O.[CH3:18][CH:19]1[N:24]([CH2:25][CH2:26][CH2:27][NH2:28])[CH2:23][CH2:22][CH2:21][CH2:20]1.C(N(CC)CC)C. (4) Product: [Br:11][C:3]1[CH:5]=[CH:6][CH:7]=[C:8]([Cl:9])[C:2]=1[Cl:1]. Reactant: [Cl:1][C:2]1[C:8]([Cl:9])=[CH:7][CH:6]=[CH:5][C:3]=1N.[Na+].[Br-:11].Br.N([O-])=O.[Na+]. The catalyst class is: 6.